This data is from Forward reaction prediction with 1.9M reactions from USPTO patents (1976-2016). The task is: Predict the product of the given reaction. (1) Given the reactants [Cl:1][C:2]1[CH:12]=[CH:11][CH:10]=[C:9]([F:13])[C:3]=1[C:4]([O:6][CH2:7][CH3:8])=[O:5].[Li+].CC([N-]C(C)C)C.CN([CH:25]=[O:26])C, predict the reaction product. The product is: [Cl:1][C:2]1[C:3]([C:4]([O:6][CH2:7][CH3:8])=[O:5])=[C:9]([F:13])[C:10]([CH:25]=[O:26])=[CH:11][CH:12]=1. (2) Given the reactants [H-].[Na+].[Cl:3][C:4]1[CH:9]=[C:8]([O:10][C:11]2[CH:16]=[CH:15][C:14]([Cl:17])=[CH:13][CH:12]=2)[CH:7]=[CH:6][C:5]=1[C:18]([OH:26])([CH3:25])[CH2:19][N:20]1[CH:24]=[N:23][CH:22]=[N:21]1.[CH2:27](Br)[C:28]1[CH:33]=[CH:32][CH:31]=[CH:30][CH:29]=1, predict the reaction product. The product is: [CH2:27]([O:26][C:18]([C:5]1[CH:6]=[CH:7][C:8]([O:10][C:11]2[CH:12]=[CH:13][C:14]([Cl:17])=[CH:15][CH:16]=2)=[CH:9][C:4]=1[Cl:3])([CH3:25])[CH2:19][N:20]1[CH:24]=[N:23][CH:22]=[N:21]1)[C:28]1[CH:33]=[CH:32][CH:31]=[CH:30][CH:29]=1.